This data is from In vitro SARS-CoV-2 activity screen of 1,480 approved drugs from Prestwick library. The task is: Binary Classification. Given a drug SMILES string, predict its activity (active/inactive) in a high-throughput screening assay against a specified biological target. The drug is CCC[C@@H]1C[C@@H](C(=O)N[C@H]([C@H](C)Cl)[C@H]2O[C@H](SC)[C@H](O)[C@@H](O)[C@H]2O)N(C)C1.Cl. The result is 0 (inactive).